From a dataset of Forward reaction prediction with 1.9M reactions from USPTO patents (1976-2016). Predict the product of the given reaction. (1) The product is: [CH3:18][C:17]([CH3:20])([CH3:19])[CH2:16][C:14]1[N:15]=[C:11]([C:9](=[O:10])[CH2:8][C:5]2[CH:6]=[CH:7][C:2]([N:27]3[CH:31]=[CH:30][CH:29]=[N:28]3)=[CH:3][CH:4]=2)[N:12]([S:21]([N:24]([CH3:26])[CH3:25])(=[O:23])=[O:22])[CH:13]=1. Given the reactants Br[C:2]1[CH:7]=[CH:6][C:5]([CH2:8][C:9]([C:11]2[N:12]([S:21]([N:24]([CH3:26])[CH3:25])(=[O:23])=[O:22])[CH:13]=[C:14]([CH2:16][C:17]([CH3:20])([CH3:19])[CH3:18])[N:15]=2)=[O:10])=[CH:4][CH:3]=1.[NH:27]1[CH:31]=[CH:30][CH:29]=[N:28]1.C(=O)([O-])[O-].[K+].[K+].CN(C)[C@@H]1CCCC[C@H]1N, predict the reaction product. (2) The product is: [NH2:29][C:21]1[O:22][C@H:23]([C:25]([F:26])([F:28])[F:27])[CH2:24][C@:19]([C:14]2[CH:13]=[C:12]([NH:11][C:8](=[O:10])[C:5]3[CH:4]=[CH:3][C:2]([Cl:1])=[CH:7][N:6]=3)[CH:17]=[N:16][C:15]=2[F:18])([CH2:30][F:31])[N:20]=1. Given the reactants [Cl:1][C:2]1[CH:3]=[CH:4][C:5]([C:8]([OH:10])=O)=[N:6][CH:7]=1.[NH2:11][C:12]1[CH:13]=[C:14]([C@:19]2([CH2:30][F:31])[CH2:24][C@@H:23]([C:25]([F:28])([F:27])[F:26])[O:22][C:21]([NH2:29])=[N:20]2)[C:15]([F:18])=[N:16][CH:17]=1, predict the reaction product. (3) Given the reactants [ClH:1].[C:2]1([C:8]2[O:16][C:15]3[C:10](=[N:11][CH:12]=[CH:13][CH:14]=3)[C:9]=2[C:17]2[CH:22]=[CH:21][C:20]([C:23]3([NH:27]C(=O)OC(C)(C)C)[CH2:26][CH2:25][CH2:24]3)=[CH:19][CH:18]=2)[CH:7]=[CH:6][CH:5]=[CH:4][CH:3]=1.CCOCC, predict the reaction product. The product is: [ClH:1].[ClH:1].[C:2]1([C:8]2[O:16][C:15]3[C:10](=[N:11][CH:12]=[CH:13][CH:14]=3)[C:9]=2[C:17]2[CH:18]=[CH:19][C:20]([C:23]3([NH2:27])[CH2:26][CH2:25][CH2:24]3)=[CH:21][CH:22]=2)[CH:3]=[CH:4][CH:5]=[CH:6][CH:7]=1. (4) The product is: [CH2:5]1[C:6]2[NH:8][C:10]3[CH:18]=[CH:17][CH:16]=[C:12]([C:13]([OH:15])=[O:14])[C:11]=3[C:1]=2[CH2:2][CH2:3][CH2:4]1.[CH2:5]1[C:6]2[NH:8][C:10]3[C:18](=[CH:17][CH:16]=[C:12]([C:13]([OH:15])=[O:14])[CH:11]=3)[C:1]=2[CH2:2][CH2:3][CH2:4]1. Given the reactants [C:1]1(=O)[CH2:6][CH2:5][CH2:4][CH2:3][CH2:2]1.[NH:8]([C:10]1[CH:11]=[C:12]([CH:16]=[CH:17][CH:18]=1)[C:13]([OH:15])=[O:14])N, predict the reaction product.